From a dataset of NCI-60 drug combinations with 297,098 pairs across 59 cell lines. Regression. Given two drug SMILES strings and cell line genomic features, predict the synergy score measuring deviation from expected non-interaction effect. (1) Drug 1: C1=NC2=C(N1)C(=S)N=C(N2)N. Drug 2: COC1=NC(=NC2=C1N=CN2C3C(C(C(O3)CO)O)O)N. Cell line: OVCAR-5. Synergy scores: CSS=38.9, Synergy_ZIP=1.02, Synergy_Bliss=0.698, Synergy_Loewe=-27.3, Synergy_HSA=0.0456. (2) Drug 2: CC1C(C(CC(O1)OC2CC(OC(C2O)C)OC3=CC4=CC5=C(C(=O)C(C(C5)C(C(=O)C(C(C)O)O)OC)OC6CC(C(C(O6)C)O)OC7CC(C(C(O7)C)O)OC8CC(C(C(O8)C)O)(C)O)C(=C4C(=C3C)O)O)O)O. Cell line: HS 578T. Synergy scores: CSS=6.89, Synergy_ZIP=9.98, Synergy_Bliss=20.4, Synergy_Loewe=14.2, Synergy_HSA=14.9. Drug 1: CC(C1=C(C=CC(=C1Cl)F)Cl)OC2=C(N=CC(=C2)C3=CN(N=C3)C4CCNCC4)N.